Dataset: Catalyst prediction with 721,799 reactions and 888 catalyst types from USPTO. Task: Predict which catalyst facilitates the given reaction. (1) Reactant: [C:1]1([C:7]2[CH:12]=[C:11]([C:13]3[CH:18]=[CH:17][CH:16]=[CH:15][CH:14]=3)[N:10]=[C:9]([O:19][CH2:20][CH2:21][CH2:22][CH2:23][C:24]([C:27]3[N:31]([CH2:32][CH2:33][CH2:34][CH2:35][C:36]([O:38]CC)=[O:37])[N:30]=[N:29][N:28]=3)([CH3:26])[CH3:25])[CH:8]=2)[CH:6]=[CH:5][CH:4]=[CH:3][CH:2]=1.[Li+].[OH-]. Product: [C:1]1([C:7]2[CH:12]=[C:11]([C:13]3[CH:14]=[CH:15][CH:16]=[CH:17][CH:18]=3)[N:10]=[C:9]([O:19][CH2:20][CH2:21][CH2:22][CH2:23][C:24]([C:27]3[N:31]([CH2:32][CH2:33][CH2:34][CH2:35][C:36]([OH:38])=[O:37])[N:30]=[N:29][N:28]=3)([CH3:26])[CH3:25])[CH:8]=2)[CH:2]=[CH:3][CH:4]=[CH:5][CH:6]=1. The catalyst class is: 1. (2) Reactant: [CH3:1][C:2]1[N:6]=[N:5][C:4]([NH:14][C:15]2[CH:20]=[N:19][CH:18]=[C:17]([NH:21][C:22]3[CH:27]=[CH:26][CH:25]=[CH:24][CH:23]=3)[N:16]=2)(C(OC(C)(C)C)=O)[CH:3]=1.ClC1N=C(NC2C=CC=CC=2)C=NC=1.NC1C=C(C)N(C(OC(C)(C)C)=O)N=1.C1(P(C2C=CC=CC=2)C2C3OC4C(=CC=CC=4P(C4C=CC=CC=4)C4C=CC=CC=4)C(C)(C)C=3C=CC=2)C=CC=CC=1.C(=O)([O-])[O-].[K+].[K+]. Product: [CH3:1][C:2]1[NH:6][N:5]=[C:4]([NH:14][C:15]2[CH:20]=[N:19][CH:18]=[C:17]([NH:21][C:22]3[CH:23]=[CH:24][CH:25]=[CH:26][CH:27]=3)[N:16]=2)[CH:3]=1. The catalyst class is: 160. (3) Reactant: [C:1]([CH2:3][C:4]([O:6][CH3:7])=[O:5])#[N:2].N12CCCN=C1CC[CH2:11][CH2:10][CH2:9]2.BrCCCBr. Product: [CH3:7][O:6][C:4]([C:3]1([C:1]#[N:2])[CH2:11][CH2:10][CH2:9]1)=[O:5]. The catalyst class is: 9. (4) Reactant: [Cl:1][C:2]1[CH:31]=[CH:30][C:5]2[N:6]=[C:7]([C:9]3[C:10]([F:29])=[CH:11][C:12]([F:28])=[C:13]([C@:15]4([CH3:27])[C:21]([F:23])([F:22])[C:20]([CH3:25])([CH3:24])[O:19][CH2:18][C:17](=O)[NH:16]4)[CH:14]=3)[O:8][C:4]=2[CH:3]=1.COC1C=CC(P2(SP(C3C=CC(OC)=CC=3)(=S)S2)=[S:41])=CC=1. Product: [Cl:1][C:2]1[CH:31]=[CH:30][C:5]2[N:6]=[C:7]([C:9]3[C:10]([F:29])=[CH:11][C:12]([F:28])=[C:13]([C@:15]4([CH3:27])[C:21]([F:23])([F:22])[C:20]([CH3:25])([CH3:24])[O:19][CH2:18][C:17](=[S:41])[NH:16]4)[CH:14]=3)[O:8][C:4]=2[CH:3]=1. The catalyst class is: 12. (5) Reactant: [C:1]([NH2:10])(=O)[C:2]1[C:3](=[CH:5][CH:6]=[CH:7][CH:8]=1)[OH:4].[C:11]([CH:14]([CH2:27][CH2:28][CH3:29])[C:15]([NH:17][C:18]1[CH:23]=[CH:22][C:21]([CH:24]([CH3:26])[CH3:25])=[CH:20][CH:19]=1)=[O:16])(=O)[CH3:12]. Product: [OH:4][C:3]1[CH:5]=[CH:6][CH:7]=[CH:8][C:2]=1[C:1]1[N:17]([C:18]2[CH:23]=[CH:22][C:21]([CH:24]([CH3:26])[CH3:25])=[CH:20][CH:19]=2)[C:15](=[O:16])[C:14]([CH2:27][CH2:28][CH3:29])=[C:11]([CH3:12])[N:10]=1. The catalyst class is: 113. (6) Reactant: [CH3:1][C:2]([CH3:7])=[CH:3][C:4]([OH:6])=[O:5].[CH3:8][CH2:9][CH:10]([CH2:12]O)[CH3:11].CC1C=CC=CC=1.O. Product: [CH3:1][C:2]([CH3:7])=[CH:3][C:4]([O:6][CH2:11][CH:10]([CH3:12])[CH2:9][CH3:8])=[O:5]. The catalyst class is: 194. (7) Reactant: I[C:2]1[CH:7]=[CH:6][CH:5]=[CH:4][C:3]=1[OH:8].B1(B2OC(C)(C)C(C)(C)O2)OC(C)(C)C(C)(C)O1.C([O-])(=O)C.[K+].Br[C:33]1[NH:34][C:35]2[CH:36]=[CH:37][CH:38]=[C:39]3[C:45](=[O:46])[NH:44][CH2:43][CH2:42][C:41]=1[C:40]=23.C(=O)([O-])[O-].[Na+].[Na+]. Product: [OH:8][C:3]1[CH:4]=[CH:5][CH:6]=[CH:7][C:2]=1[C:33]1[NH:34][C:35]2[CH:36]=[CH:37][CH:38]=[C:39]3[C:45](=[O:46])[NH:44][CH2:43][CH2:42][C:41]=1[C:40]=23. The catalyst class is: 140.